Dataset: Catalyst prediction with 721,799 reactions and 888 catalyst types from USPTO. Task: Predict which catalyst facilitates the given reaction. (1) Reactant: C(OC([N:11]1[CH2:16][CH2:15][CH:14]([C@@H:17]([NH:20][C:21]([C:23]2[C:24]3[CH:31]=[N:30][N:29]([C:32]4[CH:37]=[CH:36][C:35]([F:38])=[CH:34][CH:33]=4)[C:25]=3[CH:26]=[N:27][CH:28]=2)=[O:22])[CH2:18][CH3:19])[CH2:13][CH:12]1[C:39](=[O:41])[NH2:40])=O)C1C=CC=CC=1.[H][H]. Product: [C:39]([CH:12]1[CH2:13][CH:14]([C@@H:17]([NH:20][C:21]([C:23]2[C:24]3[CH:31]=[N:30][N:29]([C:32]4[CH:33]=[CH:34][C:35]([F:38])=[CH:36][CH:37]=4)[C:25]=3[CH:26]=[N:27][CH:28]=2)=[O:22])[CH2:18][CH3:19])[CH2:15][CH2:16][NH:11]1)(=[O:41])[NH2:40]. The catalyst class is: 19. (2) Reactant: Cl[C:2]1[CH:7]=[C:6]([Cl:8])[N:5]=[C:4]([CH:9]2[CH2:12][C:11]([F:14])([F:13])[CH2:10]2)[N:3]=1.Cl.[C@H:16]12[CH2:22][C@H:19]([NH:20][CH2:21]1)[CH2:18][O:17]2.C(N(CC)C(C)C)(C)C. Product: [Cl:8][C:6]1[N:5]=[C:4]([CH:9]2[CH2:12][C:11]([F:14])([F:13])[CH2:10]2)[N:3]=[C:2]([N:20]2[CH2:21][C@@H:16]3[CH2:22][C@H:19]2[CH2:18][O:17]3)[CH:7]=1. The catalyst class is: 30. (3) Reactant: [F:1][C:2]1[CH:7]=[CH:6][CH:5]=[CH:4][C:3]=1[N:8]1[C:16]2[C:11](=[C:12]([N:17]3[CH2:21][CH2:20][N:19]([CH2:22][C:23]([OH:25])=O)[C:18]3=[O:26])[CH:13]=[CH:14][CH:15]=2)[CH:10]=[N:9]1.C(N(CC)CC)C.Cl.[F:35][C@H:36]1[CH2:40][CH2:39][NH:38][CH2:37]1.C(P1(=O)OP(=O)(CCC)OP(=O)(CCC)O1)CC. Product: [F:1][C:2]1[CH:7]=[CH:6][CH:5]=[CH:4][C:3]=1[N:8]1[C:16]2[C:11](=[C:12]([N:17]3[CH2:21][CH2:20][N:19]([CH2:22][C:23]([N:38]4[CH2:39][CH2:40][C@H:36]([F:35])[CH2:37]4)=[O:25])[C:18]3=[O:26])[CH:13]=[CH:14][CH:15]=2)[CH:10]=[N:9]1. The catalyst class is: 30. (4) Reactant: [Cl:1][C:2]1[CH:10]=[CH:9][C:5]([C:6](O)=[O:7])=[C:4]([O:11][CH3:12])[CH:3]=1.C(Cl)(=O)C([Cl:16])=O. Product: [Cl:1][C:2]1[CH:10]=[CH:9][C:5]([C:6]([Cl:16])=[O:7])=[C:4]([O:11][CH3:12])[CH:3]=1. The catalyst class is: 120.